Dataset: Forward reaction prediction with 1.9M reactions from USPTO patents (1976-2016). Task: Predict the product of the given reaction. (1) Given the reactants [Cl:1][C:2]1[N:7]=[CH:6][C:5]2[C:8](I)=[N:9][N:10]([CH:11]([CH3:13])[CH3:12])[C:4]=2[CH:3]=1.Cl.[NH:16]1[CH2:19][CH:18]([C:20]([CH3:26])([CH3:25])[C:21]([O:23][CH3:24])=[O:22])[CH2:17]1.C1(P(C2C=CC=CC=2)C2C3OC4C(=CC=CC=4P(C4C=CC=CC=4)C4C=CC=CC=4)C(C)(C)C=3C=CC=2)C=CC=CC=1.C(=O)([O-])[O-].[Cs+].[Cs+], predict the reaction product. The product is: [Cl:1][C:2]1[N:7]=[CH:6][C:5]2[C:8]([N:16]3[CH2:17][CH:18]([C:20]([CH3:26])([CH3:25])[C:21]([O:23][CH3:24])=[O:22])[CH2:19]3)=[N:9][N:10]([CH:11]([CH3:13])[CH3:12])[C:4]=2[CH:3]=1. (2) Given the reactants [NH2:1][CH2:2][C:3]1[CH:8]=[CH:7][C:6]([CH:9]([CH3:31])[C:10]([NH:12][CH2:13][C:14]2[C:15]([N:24]3[CH2:29][CH2:28][CH:27]([CH3:30])[CH2:26][CH2:25]3)=[N:16][C:17]([C:20]([F:23])([F:22])[F:21])=[CH:18][CH:19]=2)=[O:11])=[CH:5][C:4]=1[O:32][CH3:33].[CH3:34][S:35](Cl)(=[O:37])=[O:36], predict the reaction product. The product is: [CH3:33][O:32][C:4]1[CH:5]=[C:6]([CH:9]([CH3:31])[C:10]([NH:12][CH2:13][C:14]2[C:15]([N:24]3[CH2:29][CH2:28][CH:27]([CH3:30])[CH2:26][CH2:25]3)=[N:16][C:17]([C:20]([F:21])([F:22])[F:23])=[CH:18][CH:19]=2)=[O:11])[CH:7]=[CH:8][C:3]=1[CH2:2][NH:1][S:35]([CH3:34])(=[O:37])=[O:36]. (3) The product is: [Cl:13][CH2:14][C:15]([N:1]1[CH2:6][CH2:5][O:4][CH2:3][CH2:2]1)=[O:16]. Given the reactants [NH:1]1[CH2:6][CH2:5][O:4][CH2:3][CH2:2]1.C([O-])([O-])=O.[K+].[K+].[Cl:13][CH2:14][C:15](Cl)=[O:16], predict the reaction product. (4) Given the reactants Cl.[NH:2]1[CH2:6][CH2:5][C@@H:4]([NH:7][C:8]([C:10]2[C:14]3[N:15]=[CH:16][N:17]=[C:18]([C:19]4[CH:24]=[C:23]([O:25][CH3:26])[C:22]([F:27])=[CH:21][C:20]=4[O:28][CH2:29][CH:30]4[CH2:32][CH2:31]4)[C:13]=3[NH:12][CH:11]=2)=[O:9])[CH2:3]1.Cl[C:34]([C@@H:36]([O:38]C(=O)C)[CH3:37])=[O:35], predict the reaction product. The product is: [OH:38][C@@H:36]([CH3:37])[C:34]([N:2]1[CH2:6][CH2:5][C@@H:4]([NH:7][C:8]([C:10]2[C:14]3[N:15]=[CH:16][N:17]=[C:18]([C:19]4[CH:24]=[C:23]([O:25][CH3:26])[C:22]([F:27])=[CH:21][C:20]=4[O:28][CH2:29][CH:30]4[CH2:31][CH2:32]4)[C:13]=3[NH:12][CH:11]=2)=[O:9])[CH2:3]1)=[O:35]. (5) Given the reactants [NH2:1][OH:2].[CH3:3][O:4][C:5]1[CH:33]=[CH:32][C:8]([CH2:9][CH2:10][N:11]([S:18]([C:21]2[CH:26]=[CH:25][C:24]([C:27]3[NH:31][N:30]=[N:29][N:28]=3)=[CH:23][CH:22]=2)(=[O:20])=[O:19])[CH2:12][CH2:13][C:14]([O:16]C)=O)=[CH:7][CH:6]=1, predict the reaction product. The product is: [OH:2][NH:1][C:14](=[O:16])[CH2:13][CH2:12][N:11]([CH2:10][CH2:9][C:8]1[CH:7]=[CH:6][C:5]([O:4][CH3:3])=[CH:33][CH:32]=1)[S:18]([C:21]1[CH:22]=[CH:23][C:24]([C:27]2[NH:31][N:30]=[N:29][N:28]=2)=[CH:25][CH:26]=1)(=[O:20])=[O:19].